This data is from NCI-60 drug combinations with 297,098 pairs across 59 cell lines. The task is: Regression. Given two drug SMILES strings and cell line genomic features, predict the synergy score measuring deviation from expected non-interaction effect. (1) Drug 1: CNC(=O)C1=CC=CC=C1SC2=CC3=C(C=C2)C(=NN3)C=CC4=CC=CC=N4. Drug 2: CCCCCOC(=O)NC1=NC(=O)N(C=C1F)C2C(C(C(O2)C)O)O. Cell line: 786-0. Synergy scores: CSS=2.20, Synergy_ZIP=0.197, Synergy_Bliss=2.39, Synergy_Loewe=1.23, Synergy_HSA=1.47. (2) Drug 1: C1=C(C(=O)NC(=O)N1)N(CCCl)CCCl. Drug 2: CC1CCC2CC(C(=CC=CC=CC(CC(C(=O)C(C(C(=CC(C(=O)CC(OC(=O)C3CCCCN3C(=O)C(=O)C1(O2)O)C(C)CC4CCC(C(C4)OC)O)C)C)O)OC)C)C)C)OC. Cell line: NCI-H322M. Synergy scores: CSS=7.06, Synergy_ZIP=-4.69, Synergy_Bliss=-5.93, Synergy_Loewe=-60.9, Synergy_HSA=-7.32. (3) Drug 1: CC12CCC(CC1=CCC3C2CCC4(C3CC=C4C5=CN=CC=C5)C)O. Synergy scores: CSS=5.78, Synergy_ZIP=0.0619, Synergy_Bliss=7.05, Synergy_Loewe=-5.47, Synergy_HSA=0.407. Cell line: SF-539. Drug 2: C1CNP(=O)(OC1)N(CCCl)CCCl. (4) Drug 1: COC1=NC(=NC2=C1N=CN2C3C(C(C(O3)CO)O)O)N. Drug 2: CCN(CC)CCCC(C)NC1=C2C=C(C=CC2=NC3=C1C=CC(=C3)Cl)OC. Cell line: NCI/ADR-RES. Synergy scores: CSS=3.74, Synergy_ZIP=0.279, Synergy_Bliss=5.05, Synergy_Loewe=-16.3, Synergy_HSA=-2.10. (5) Drug 1: C(CCl)NC(=O)N(CCCl)N=O. Drug 2: CC1C(C(CC(O1)OC2CC(CC3=C2C(=C4C(=C3O)C(=O)C5=C(C4=O)C(=CC=C5)OC)O)(C(=O)CO)O)N)O.Cl. Cell line: 786-0. Synergy scores: CSS=50.8, Synergy_ZIP=-3.71, Synergy_Bliss=-2.14, Synergy_Loewe=-10.6, Synergy_HSA=1.64. (6) Drug 1: CC12CCC(CC1=CCC3C2CCC4(C3CC=C4C5=CN=CC=C5)C)O. Drug 2: C1=NC2=C(N1)C(=S)N=C(N2)N. Cell line: MDA-MB-435. Synergy scores: CSS=18.8, Synergy_ZIP=-3.86, Synergy_Bliss=-2.63, Synergy_Loewe=-6.39, Synergy_HSA=-2.77. (7) Drug 1: C1CCC(C1)C(CC#N)N2C=C(C=N2)C3=C4C=CNC4=NC=N3. Drug 2: C1C(C(OC1N2C=C(C(=O)NC2=O)F)CO)O. Cell line: OVCAR-4. Synergy scores: CSS=24.2, Synergy_ZIP=-11.9, Synergy_Bliss=-9.41, Synergy_Loewe=-44.4, Synergy_HSA=-9.41.